From a dataset of Peptide-MHC class II binding affinity with 134,281 pairs from IEDB. Regression. Given a peptide amino acid sequence and an MHC pseudo amino acid sequence, predict their binding affinity value. This is MHC class II binding data. (1) The peptide sequence is FETIVVTVDSLPEFK. The MHC is HLA-DPA10201-DPB10501 with pseudo-sequence HLA-DPA10201-DPB10501. The binding affinity (normalized) is 0.131. (2) The peptide sequence is KAAVAAAASVPAADK. The MHC is DRB1_0301 with pseudo-sequence DRB1_0301. The binding affinity (normalized) is 0.220. (3) The peptide sequence is GELQIVDEIDAAFKI. The MHC is DRB1_0101 with pseudo-sequence DRB1_0101. The binding affinity (normalized) is 0.552. (4) The binding affinity (normalized) is 0.751. The peptide sequence is INEPFAAAIAYGLDR. The MHC is HLA-DQA10501-DQB10301 with pseudo-sequence HLA-DQA10501-DQB10301.